Dataset: Peptide-MHC class II binding affinity with 134,281 pairs from IEDB. Task: Regression. Given a peptide amino acid sequence and an MHC pseudo amino acid sequence, predict their binding affinity value. This is MHC class II binding data. (1) The peptide sequence is AAGTYVAADAAAASS. The MHC is DRB1_1302 with pseudo-sequence DRB1_1302. The binding affinity (normalized) is 0.278. (2) The peptide sequence is AAATAGTTVYGYFAA. The MHC is HLA-DPA10103-DPB10401 with pseudo-sequence HLA-DPA10103-DPB10401. The binding affinity (normalized) is 0.112. (3) The MHC is DRB1_1602 with pseudo-sequence DRB1_1602. The peptide sequence is EITGIMKDLDEPGHL. The binding affinity (normalized) is 0.0892.